From a dataset of Full USPTO retrosynthesis dataset with 1.9M reactions from patents (1976-2016). Predict the reactants needed to synthesize the given product. (1) Given the product [C:1]([CH2:3][NH:4][C:5](=[O:6])[CH:7]([O:12][CH2:13][C:14]1[CH:19]=[CH:18][C:17]([C:20]2[CH:25]=[CH:24][C:23]([N:26]3[CH2:27][CH2:28][NH:29][CH2:30][CH2:31]3)=[CH:22][CH:21]=2)=[CH:16][CH:15]=1)[CH2:8][CH:9]([CH3:11])[CH3:10])#[N:2], predict the reactants needed to synthesize it. The reactants are: [C:1]([CH2:3][NH:4][C:5]([CH:7]([O:12][CH2:13][C:14]1[CH:19]=[CH:18][C:17]([C:20]2[CH:25]=[CH:24][C:23]([N:26]3[CH2:31][CH2:30][N:29](C(OC(C)(C)C)=O)[CH2:28][CH2:27]3)=[CH:22][CH:21]=2)=[CH:16][CH:15]=1)[CH2:8][CH:9]([CH3:11])[CH3:10])=[O:6])#[N:2].CS(O)(=O)=O. (2) Given the product [CH3:22][O:21][CH2:20][O:19][C:14]1[CH:15]=[N:16][CH:17]=[CH:18][C:13]=1[CH2:12][CH2:11][CH2:10][OH:9], predict the reactants needed to synthesize it. The reactants are: [H-].[Al+3].[Li+].[H-].[H-].[H-].C([O:9][C:10](=O)[CH2:11][CH2:12][C:13]1[CH:18]=[CH:17][N:16]=[CH:15][C:14]=1[O:19][CH2:20][O:21][CH3:22])C.O. (3) Given the product [O:1]1[C:5]2([CH2:6][CH2:7][CH:8]([CH:11]3[NH:15][C:14](=[O:16])[CH2:13][CH2:12]3)[CH2:9][CH2:10]2)[O:4][CH2:3][CH2:2]1, predict the reactants needed to synthesize it. The reactants are: [O:1]1[C:5]2([CH2:10][CH2:9][CH:8]([CH:11]3[NH:15][C:14](=[O:16])[CH:13]=[CH:12]3)[CH2:7][CH2:6]2)[O:4][CH2:3][CH2:2]1. (4) Given the product [F:1][C:2]1[CH:3]=[C:4]([N:9]2[C:14](=[O:15])[C:13]([O:16][CH:43]([CH2:42][CH:39]([CH3:40])[CH3:37])[CH3:44])=[C:12]([C:27]3[CH:32]=[CH:31][C:30]([S:33]([CH3:36])(=[O:34])=[O:35])=[CH:29][CH:28]=3)[CH:11]=[N:10]2)[CH:5]=[CH:6][C:7]=1[F:8], predict the reactants needed to synthesize it. The reactants are: [F:1][C:2]1[CH:3]=[C:4]([N:9]2[C:14](=[O:15])[C:13]([O:16]S(C3C=CC(C)=CC=3)(=O)=O)=[C:12]([C:27]3[CH:32]=[CH:31][C:30]([S:33]([CH3:36])(=[O:35])=[O:34])=[CH:29][CH:28]=3)[CH:11]=[N:10]2)[CH:5]=[CH:6][C:7]=1[F:8].[CH2:37]([CH:39]([CH2:42][CH2:43][CH2:44]C)[CH2:40]O)C. (5) Given the product [OH2:1].[C:13](#[N:14])[CH3:12].[C:2]([OH:3])([C:4]([F:7])([F:6])[F:5])=[O:1].[C:43]([N:26]1[CH2:27][CH2:28][O:29][CH2:30][CH:25]1[CH2:24][N:19]1[C:20](=[O:23])[C:21]([OH:22])=[C:16]2[C:15](=[O:34])[N:14]([CH2:13][C:12]3[CH:11]=[CH:10][C:9]([F:8])=[CH:36][CH:35]=3)[CH2:33][CH2:32][N:17]2[C:18]1=[O:31])(=[O:45])[CH3:44], predict the reactants needed to synthesize it. The reactants are: [OH:1][C:2]([C:4]([F:7])([F:6])[F:5])=[O:3].[F:8][C:9]1[CH:36]=[CH:35][C:12]([CH2:13][N:14]2[CH2:33][CH2:32][N:17]3[C:18](=[O:31])[N:19]([CH2:24][CH:25]4[CH2:30][O:29][CH2:28][CH2:27][NH:26]4)[C:20](=[O:23])[C:21]([OH:22])=[C:16]3[C:15]2=[O:34])=[CH:11][CH:10]=1.N1C=CC=CC=1.[C:43](OC(=O)C)(=[O:45])[CH3:44]. (6) Given the product [CH3:1][O:2][C:3]([C:5]1[C:10]([OH:11])=[C:9]([C:23]2[CH:28]=[CH:27][CH:26]=[CH:25][CH:24]=2)[CH:8]=[C:7]([C:13]2[CH:18]=[CH:17][C:16]([C:19]([F:22])([F:21])[F:20])=[CH:15][CH:14]=2)[CH:6]=1)=[O:4], predict the reactants needed to synthesize it. The reactants are: [CH3:1][O:2][C:3]([C:5]1[CH:6]=[C:7]([C:13]2[CH:18]=[CH:17][C:16]([C:19]([F:22])([F:21])[F:20])=[CH:15][CH:14]=2)[CH:8]=[C:9](Br)[C:10]=1[OH:11])=[O:4].[C:23]1(B(O)O)[CH:28]=[CH:27][CH:26]=[CH:25][CH:24]=1.C([O-])([O-])=O.[Na+].[Na+]. (7) Given the product [CH3:27][O:7][C:6](=[O:8])[C@H:2]([CH2:3][CH2:4][OH:5])[NH:1][C:11]([O:13][C:14]([CH3:17])([CH3:16])[CH3:15])=[O:12], predict the reactants needed to synthesize it. The reactants are: [NH2:1][C@H:2]([C:6]([OH:8])=[O:7])[CH2:3][CH2:4][OH:5].[OH-].[Na+].[C:11](O[C:11]([O:13][C:14]([CH3:17])([CH3:16])[CH3:15])=[O:12])([O:13][C:14]([CH3:17])([CH3:16])[CH3:15])=[O:12].O1CCOC[CH2:27]1.O.